This data is from Catalyst prediction with 721,799 reactions and 888 catalyst types from USPTO. The task is: Predict which catalyst facilitates the given reaction. (1) Reactant: [CH:1]([N:14]1[CH2:17][C:16](=[O:18])[CH2:15]1)([C:8]1[CH:13]=[CH:12][CH:11]=[CH:10][CH:9]=1)[C:2]1[CH:7]=[CH:6][CH:5]=[CH:4][CH:3]=1.[F:19][C:20]([Si](C)(C)C)([F:22])[F:21].[F-].C([N+](CCCC)(CCCC)CCCC)CCC. Product: [CH:1]([N:14]1[CH2:17][C:16]([C:20]([F:22])([F:21])[F:19])([OH:18])[CH2:15]1)([C:8]1[CH:13]=[CH:12][CH:11]=[CH:10][CH:9]=1)[C:2]1[CH:3]=[CH:4][CH:5]=[CH:6][CH:7]=1. The catalyst class is: 54. (2) Reactant: [N+:1]([C:4]1[C:5]([CH:10]=[CH2:11])=[N:6][CH:7]=[CH:8][CH:9]=1)([O-])=O. Product: [CH2:10]([C:5]1[C:4]([NH2:1])=[CH:9][CH:8]=[CH:7][N:6]=1)[CH3:11]. The catalyst class is: 381. (3) Reactant: [F:1][C:2]([F:17])([F:16])[C:3]([C:6]1[CH:15]=[CH:14][C:9]([C:10]([O:12]C)=[O:11])=[CH:8][CH:7]=1)([OH:5])[CH3:4].[OH-].[K+]. Product: [F:1][C:2]([F:16])([F:17])[C:3]([C:6]1[CH:15]=[CH:14][C:9]([C:10]([OH:12])=[O:11])=[CH:8][CH:7]=1)([OH:5])[CH3:4]. The catalyst class is: 38. (4) Reactant: [H-].[Na+].[C:3]1(O)[CH:8]=[CH:7][CH:6]=[CH:5][CH:4]=1.[O:10]1[CH2:12][CH:11]1[CH:13]1[CH2:22][CH2:21][C:16]2([O:20][CH2:19][CH2:18][O:17]2)[CH2:15][CH2:14]1.[OH2:23]. Product: [O:17]1[C:16]2([CH2:15][CH2:14][CH:13]([CH:11]([OH:23])[CH2:12][O:10][C:3]3[CH:8]=[CH:7][CH:6]=[CH:5][CH:4]=3)[CH2:22][CH2:21]2)[O:20][CH2:19][CH2:18]1. The catalyst class is: 9. (5) Reactant: [CH3:1][O:2][C:3]1[CH:4]=[C:5]2[C:10](=[CH:11][C:12]=1[O:13][CH3:14])[N:9]=[CH:8][N:7]=[C:6]2[O:15][C:16]1[CH:17]=[C:18]([CH:20]=[CH:21][CH:22]=1)[NH2:19].[CH3:23][O:24][CH2:25][CH2:26][O:27][C:28]1[CH:29]=[C:30]([NH:38][C:39](=O)[O:40]C2C=CC=CC=2)[CH:31]=[C:32]([C:34]([F:37])([F:36])[F:35])[CH:33]=1. The catalyst class is: 100. Product: [CH3:1][O:2][C:3]1[CH:4]=[C:5]2[C:10](=[CH:11][C:12]=1[O:13][CH3:14])[N:9]=[CH:8][N:7]=[C:6]2[O:15][C:16]1[CH:17]=[C:18]([NH:19][C:39]([NH:38][C:30]2[CH:31]=[C:32]([C:34]([F:36])([F:37])[F:35])[CH:33]=[C:28]([O:27][CH2:26][CH2:25][O:24][CH3:23])[CH:29]=2)=[O:40])[CH:20]=[CH:21][CH:22]=1. (6) Reactant: [N:1]1([C:7]2[CH:8]=[C:9]([NH2:14])[C:10]([NH2:13])=[CH:11][CH:12]=2)[CH2:6][CH2:5][O:4][CH2:3][CH2:2]1.[C:15](N1C=CN=C1)(N1C=CN=C1)=[O:16]. Product: [N:1]1([C:7]2[CH:12]=[CH:11][C:10]3[NH:13][C:15](=[O:16])[NH:14][C:9]=3[CH:8]=2)[CH2:6][CH2:5][O:4][CH2:3][CH2:2]1. The catalyst class is: 7. (7) Reactant: [CH3:1][N:2]1[CH2:15][CH2:14][C:5]2[NH:6][C:7]3[CH:8]=[CH:9][C:10]([CH3:13])=[CH:11][C:12]=3[C:4]=2[CH2:3]1.[OH-].[K+].Br[CH2:19][C:20]([C:22]1[CH:27]=[CH:26][CH:25]=[CH:24][CH:23]=1)=[O:21]. Product: [CH3:1][N:2]1[CH2:15][CH2:14][C:5]2[N:6]([CH2:19][C:20]([C:22]3[CH:27]=[CH:26][CH:25]=[CH:24][CH:23]=3)=[O:21])[C:7]3[CH:8]=[CH:9][C:10]([CH3:13])=[CH:11][C:12]=3[C:4]=2[CH2:3]1. The catalyst class is: 37. (8) Reactant: N1CCCCC1.[CH3:7][O:8][C:9]1[CH:10]=[C:11]([CH:14]=[CH:15][C:16]=1[O:17][CH2:18][C:19]1[CH:28]=[CH:27][C:26]2[C:21](=[CH:22][CH:23]=[CH:24][CH:25]=2)[CH:20]=1)C=O.[C:29]([CH2:32][C:33]([NH:35][C:36]1[CH:44]=[CH:43][CH:42]=[CH:41][C:37]=1[C:38]([OH:40])=[O:39])=[O:34])(O)=O.CC(O)=O. Product: [CH3:7][O:8][C:9]1[CH:10]=[C:11](/[CH:29]=[CH:32]/[C:33]([NH:35][C:36]2[CH:44]=[CH:43][CH:42]=[CH:41][C:37]=2[C:38]([OH:40])=[O:39])=[O:34])[CH:14]=[CH:15][C:16]=1[O:17][CH2:18][C:19]1[CH:28]=[CH:27][C:26]2[C:21](=[CH:22][CH:23]=[CH:24][CH:25]=2)[CH:20]=1. The catalyst class is: 11. (9) Product: [C:15]([C:14]1[CH:13]=[CH:12][CH:11]=[C:10]([C:19]2[CH:24]=[CH:23][CH:22]=[C:21]([CH:25]([C:27]3[CH:32]=[CH:31][CH:30]=[CH:29][C:28]=3[O:33][CH3:34])[CH3:26])[CH:20]=2)[C:9]=1[OH:8])([CH3:16])([CH3:17])[CH3:18]. The catalyst class is: 381. Reactant: C([O:8][C:9]1[C:14]([C:15]([CH3:18])([CH3:17])[CH3:16])=[CH:13][CH:12]=[CH:11][C:10]=1[C:19]1[CH:24]=[CH:23][CH:22]=[C:21]([C:25]([C:27]2[CH:32]=[CH:31][CH:30]=[CH:29][C:28]=2[O:33][CH3:34])=[CH2:26])[CH:20]=1)C1C=CC=CC=1.